Dataset: Full USPTO retrosynthesis dataset with 1.9M reactions from patents (1976-2016). Task: Predict the reactants needed to synthesize the given product. Given the product [CH3:32][O:31][C:28]1[CH:29]=[CH:30][C:25]([S:22]([C:6]2([C:4]([OH:5])=[O:3])[CH2:7][CH2:8][N:9]([CH2:12][CH2:13][CH2:14][O:15][C:16]3[CH:17]=[CH:18][CH:19]=[CH:20][CH:21]=3)[CH2:10][CH2:11]2)(=[O:23])=[O:24])=[CH:26][CH:27]=1, predict the reactants needed to synthesize it. The reactants are: C([O:3][C:4]([C:6]1([S:22]([C:25]2[CH:30]=[CH:29][C:28]([O:31][CH3:32])=[CH:27][CH:26]=2)(=[O:24])=[O:23])[CH2:11][CH2:10][N:9]([CH2:12][CH2:13][CH2:14][O:15][C:16]2[CH:21]=[CH:20][CH:19]=[CH:18][CH:17]=2)[CH2:8][CH2:7]1)=[O:5])C.